This data is from Forward reaction prediction with 1.9M reactions from USPTO patents (1976-2016). The task is: Predict the product of the given reaction. Given the reactants [C:1]([C:3]1[N:4]=[CH:5][C:6]([NH:9][C:10]2[CH:15]=[C:14]([NH:16][CH2:17][CH:18]3[CH2:23][CH2:22][CH2:21][N:20]([C:24]([O:26][C:27]([CH3:30])([CH3:29])[CH3:28])=[O:25])[CH2:19]3)[C:13]([N:31]3[CH:35]=[CH:34][C:33]([CH:36]=O)=[CH:32]3)=[CH:12][N:11]=2)=[N:7][CH:8]=1)#[N:2].[NH:38]1[CH2:43][CH2:42][O:41][CH2:40][CH2:39]1.C(O[BH-](OC(=O)C)OC(=O)C)(=O)C.[Na+], predict the reaction product. The product is: [C:1]([C:3]1[N:4]=[CH:5][C:6]([NH:9][C:10]2[CH:15]=[C:14]([NH:16][CH2:17][CH:18]3[CH2:23][CH2:22][CH2:21][N:20]([C:24]([O:26][C:27]([CH3:30])([CH3:29])[CH3:28])=[O:25])[CH2:19]3)[C:13]([N:31]3[CH:35]=[CH:34][C:33]([CH2:36][N:38]4[CH2:43][CH2:42][O:41][CH2:40][CH2:39]4)=[CH:32]3)=[CH:12][N:11]=2)=[N:7][CH:8]=1)#[N:2].